Dataset: Full USPTO retrosynthesis dataset with 1.9M reactions from patents (1976-2016). Task: Predict the reactants needed to synthesize the given product. Given the product [CH2:12]([O:19][C:20]1[CH:21]=[CH:22][C:23]2[C:24]3[N:31]([CH2:32][CH2:33][O:34][C:35]4[CH:40]=[CH:39][CH:38]=[CH:37][CH:36]=4)[CH:1]=[N:30][C:25]=3[CH:26]=[N:27][C:28]=2[CH:29]=1)[C:13]1[CH:14]=[CH:15][CH:16]=[CH:17][CH:18]=1, predict the reactants needed to synthesize it. The reactants are: [C:1](OC(OCC)OCC)(=O)C.[CH2:12]([O:19][C:20]1[CH:29]=[C:28]2[C:23]([C:24]([NH:31][CH2:32][CH2:33][O:34][C:35]3[CH:40]=[CH:39][CH:38]=[CH:37][CH:36]=3)=[C:25]([NH2:30])[CH:26]=[N:27]2)=[CH:22][CH:21]=1)[C:13]1[CH:18]=[CH:17][CH:16]=[CH:15][CH:14]=1.